From a dataset of CYP2C19 inhibition data for predicting drug metabolism from PubChem BioAssay. Regression/Classification. Given a drug SMILES string, predict its absorption, distribution, metabolism, or excretion properties. Task type varies by dataset: regression for continuous measurements (e.g., permeability, clearance, half-life) or binary classification for categorical outcomes (e.g., BBB penetration, CYP inhibition). Dataset: cyp2c19_veith. (1) The result is 1 (inhibitor). The compound is O=C(Cc1ccccc1)N/N=C/c1cc(Br)c(Br)o1. (2) The molecule is CN(C)CCCN1CCC2(CCC(C(C)(C)C)CC2)CC1. The result is 0 (non-inhibitor). (3) The compound is COc1ccc2[nH]cc(CCNc3ccnc(-c4ccoc4)n3)c2c1. The result is 1 (inhibitor).